The task is: Predict which catalyst facilitates the given reaction.. This data is from Catalyst prediction with 721,799 reactions and 888 catalyst types from USPTO. (1) Reactant: [NH:1]1[C:10]2[C:5](=[CH:6][CH:7]=[CH:8][CH:9]=2)[CH2:4][CH2:3][CH2:2]1.[Br:11]N1C(=O)CCC1=O. Product: [Br:11][C:7]1[CH:6]=[C:5]2[C:10](=[CH:9][CH:8]=1)[NH:1][CH2:2][CH2:3][CH2:4]2. The catalyst class is: 35. (2) Reactant: [Li+].CC([N-]C(C)C)C.[O:9]1[C:13]2([CH2:18][CH2:17][CH:16]([C:19]([O:21][CH2:22][CH3:23])=[O:20])[CH2:15][CH2:14]2)[O:12][CH2:11][CH2:10]1.O1CC1. Product: [O:9]1[C:13]2([CH2:18][CH2:17][C:16]3([CH2:23][CH2:22][O:21][C:19]3=[O:20])[CH2:15][CH2:14]2)[O:12][CH2:11][CH2:10]1. The catalyst class is: 1. (3) Reactant: Br[C:2]1[C:3]([Cl:32])=[CH:4][C:5]([C:29](=[O:31])[NH2:30])=[C:6]([NH:8][CH2:9][C:10]([N:12]2[CH2:17][CH2:16][N:15]([CH:18]3[CH2:21][N:20]([C:22]([O:24][C:25]([CH3:28])([CH3:27])[CH3:26])=[O:23])[CH2:19]3)[CH2:14][CH2:13]2)=[O:11])[CH:7]=1.[CH:33]1(B(O)O)[CH2:35][CH2:34]1.C1(P(C2CCCCC2)C2CCCCC2)CCCCC1.[O-]P([O-])([O-])=O.[K+].[K+].[K+]. Product: [C:29]([C:5]1[CH:4]=[C:3]([Cl:32])[C:2]([CH:33]2[CH2:35][CH2:34]2)=[CH:7][C:6]=1[NH:8][CH2:9][C:10]([N:12]1[CH2:17][CH2:16][N:15]([CH:18]2[CH2:21][N:20]([C:22]([O:24][C:25]([CH3:28])([CH3:27])[CH3:26])=[O:23])[CH2:19]2)[CH2:14][CH2:13]1)=[O:11])(=[O:31])[NH2:30]. The catalyst class is: 874.